The task is: Predict which catalyst facilitates the given reaction.. This data is from Catalyst prediction with 721,799 reactions and 888 catalyst types from USPTO. Reactant: [S:1]1[CH:5]=[CH:4][CH:3]=[CH:2]1.C1COCC1.C([Li])CCC.Br[CH2:17][CH2:18][CH2:19][CH2:20][CH2:21][CH2:22][CH2:23][CH2:24][CH2:25][CH3:26]. Product: [CH2:17]([C:2]1[S:1][CH:5]=[CH:4][CH:3]=1)[CH2:18][CH2:19][CH2:20][CH2:21][CH2:22][CH2:23][CH2:24][CH2:25][CH3:26]. The catalyst class is: 805.